From a dataset of Full USPTO retrosynthesis dataset with 1.9M reactions from patents (1976-2016). Predict the reactants needed to synthesize the given product. (1) Given the product [F:7]/[C:6](=[CH:40]\[C:36]1[C:35](=[O:42])[N:34]2[CH:43]=[CH:44][C:31]([CH2:30][CH2:29][C:26]3[S:27][CH:28]=[C:24]([CH:21]([CH3:22])[CH3:23])[N:25]=3)=[CH:32][C:33]2=[N:38][C:37]=1[OH:39])/[C:4]([O:3][CH2:2][CH3:1])=[O:5], predict the reactants needed to synthesize it. The reactants are: [CH3:1][CH2:2][O:3][C:4]([CH:6](P(OCC)(OCC)=O)[F:7])=[O:5].C([Li])CCC.[CH:21]([C:24]1[N:25]=[C:26]([CH2:29][CH2:30][C:31]2[CH:44]=[CH:43][N:34]3[C:35](=[O:42])[C:36]([CH:40]=O)=[C:37]([OH:39])[N:38]=[C:33]3[CH:32]=2)[S:27][CH:28]=1)([CH3:23])[CH3:22].O. (2) Given the product [NH2:12][CH:13]([CH3:17])[C:14]([O-:16])=[O:15].[CH2:2]([N+:4]([CH2:10][CH3:11])([CH2:6][CH2:7][O:8][CH3:9])[CH3:5])[CH3:3], predict the reactants needed to synthesize it. The reactants are: [OH-].[CH2:2]([N+:4]([CH2:10][CH3:11])([CH2:6][CH2:7][O:8][CH3:9])[CH3:5])[CH3:3].[NH2:12][CH:13]([CH3:17])[C:14]([OH:16])=[O:15].